Dataset: Reaction yield outcomes from USPTO patents with 853,638 reactions. Task: Predict the reaction yield, written as a fraction of the theoretical maximum amount of product (1.0 means a 100% yield; for example, 0.34 means a 34% yield). The reactants are [C:1]1([CH2:7][C:8]([NH2:10])=[NH:9])[CH:6]=[CH:5][CH:4]=[CH:3][CH:2]=1.Br[C:12](=[CH:15]OC(C)C)[CH:13]=[O:14].C(N(CC)CC)C. The catalyst is C(Cl)(Cl)Cl. The product is [CH2:7]([C:8]1[NH:9][CH:15]=[C:12]([CH:13]=[O:14])[N:10]=1)[C:1]1[CH:6]=[CH:5][CH:4]=[CH:3][CH:2]=1. The yield is 0.400.